Predict the reaction yield, written as a fraction of the theoretical maximum amount of product (1.0 means a 100% yield; for example, 0.34 means a 34% yield). From a dataset of Reaction yield outcomes from USPTO patents with 853,638 reactions. (1) The product is [F:2][C:3]1([F:9])[CH2:8][CH2:7][N:6]([C:18]([O:20][C:21]2[CH:22]=[CH:23][C:24]([N+:27]([O-:29])=[O:28])=[CH:25][CH:26]=2)=[O:19])[CH2:5][CH2:4]1. The yield is 1.00. The reactants are Cl.[F:2][C:3]1([F:9])[CH2:8][CH2:7][NH:6][CH2:5][CH2:4]1.C(N(CC)CC)C.Cl[C:18]([O:20][C:21]1[CH:26]=[CH:25][C:24]([N+:27]([O-:29])=[O:28])=[CH:23][CH:22]=1)=[O:19]. The catalyst is ClCCl.C(OCC)(=O)C. (2) The reactants are [F:1][C:2]1[CH:3]=[CH:4][C:5]([O:10][CH3:11])=[C:6]([CH:9]=1)[CH:7]=O.[C:12]([CH:17]=P(C1C=CC=CC=1)(C1C=CC=CC=1)C1C=CC=CC=1)([O:14][CH2:15][CH3:16])=[O:13]. The catalyst is C(Cl)Cl. The product is [CH2:15]([O:14][C:12](=[O:13])[CH:17]=[CH:7][C:6]1[CH:9]=[C:2]([F:1])[CH:3]=[CH:4][C:5]=1[O:10][CH3:11])[CH3:16]. The yield is 0.950.